This data is from Catalyst prediction with 721,799 reactions and 888 catalyst types from USPTO. The task is: Predict which catalyst facilitates the given reaction. Reactant: [CH2:1]([O:8][C:9]1[C:10]([NH:15][C:16]([NH2:18])=[S:17])=[N:11][CH:12]=[CH:13][CH:14]=1)[C:2]1[CH:7]=[CH:6][CH:5]=[CH:4][CH:3]=1.Cl[CH2:20][C:21](=O)[CH2:22][C:23]([O:25][CH3:26])=[O:24].C(N(CC)CC)C. The catalyst class is: 5. Product: [CH2:1]([O:8][C:9]1[C:10]([NH:15][C:16]2[S:17][CH:20]=[C:21]([CH2:22][C:23]([O:25][CH3:26])=[O:24])[N:18]=2)=[N:11][CH:12]=[CH:13][CH:14]=1)[C:2]1[CH:3]=[CH:4][CH:5]=[CH:6][CH:7]=1.